The task is: Predict the product of the given reaction.. This data is from Forward reaction prediction with 1.9M reactions from USPTO patents (1976-2016). Given the reactants [NH2:1][C@H:2]([C:11]([CH:13]1[CH2:20][CH2:19][CH2:18][CH2:17][O:16][C:14]1=[O:15])=[O:12])[CH2:3][C:4]1[CH:9]=[CH:8][C:7]([OH:10])=[CH:6][CH:5]=1.C(OC(=O)[C@H](CC1C=CC(O)=CC=1)N)(=O)C(C)[OH:23], predict the reaction product. The product is: [C:14](=[O:15])([OH:23])[OH:16].[NH2:1][C@H:2]([C:11]([CH:13]1[CH2:20][CH2:19][CH2:18][CH2:17][O:16][C:14]1=[O:15])=[O:12])[CH2:3][C:4]1[CH:5]=[CH:6][C:7]([OH:10])=[CH:8][CH:9]=1.